This data is from Catalyst prediction with 721,799 reactions and 888 catalyst types from USPTO. The task is: Predict which catalyst facilitates the given reaction. (1) Reactant: [I:1][C:2]1[C:10]2[C:5](=[N:6][C:7]([NH2:13])=[N:8][C:9]=2[O:11][CH3:12])[NH:4][N:3]=1.[OH-].[K+].Cl[CH:17]1[O:31][C@H:30]([CH2:32][O:33][C:34](C2C(C)=CC=CC=2)=[O:35])[C@@H:19]([O:20][C:21]([C:23]2[C:24](C)=[CH:25][CH:26]=[CH:27][CH:28]=2)=[O:22])[CH2:18]1.C(O[CH2:47][CH3:48])(=O)C.[CH3:49][CH2:50][CH2:51][CH2:52][CH2:53]C.[CH3:55]O. Product: [NH2:13][C:7]1[N:6]=[C:5]2[N:4]([C@@H:17]3[O:31][C@H:30]([CH2:32][O:33][C:34](=[O:35])[C:51]4[CH:52]=[CH:53][C:47]([CH3:48])=[CH:49][CH:50]=4)[CH:19]([O:20][C:21]([C:23]4[CH:28]=[CH:27][C:26]([CH3:55])=[CH:25][CH:24]=4)=[O:22])[CH2:18]3)[N:3]=[C:2]([I:1])[C:10]2=[C:9]([O:11][CH3:12])[N:8]=1. The catalyst class is: 11. (2) Reactant: [N:1]([C:4]([C:6]1[CH:15]=[CH:14][C:9]([C:10]([O:12][CH3:13])=[O:11])=[C:8]([O:16][CH3:17])[CH:7]=1)=[O:5])=[C:2]=[O:3].[Cl:18][C:19]1[CH:24]=[CH:23][CH:22]=[C:21]([Cl:25])[C:20]=1[NH:26][NH:27][C:28]([O:30][C:31]([CH3:34])([CH3:33])[CH3:32])=[O:29]. Product: [Cl:18][C:19]1[CH:24]=[CH:23][CH:22]=[C:21]([Cl:25])[C:20]=1[N:26]([C:2](=[O:3])[NH:1][C:4](=[O:5])[C:6]1[CH:15]=[CH:14][C:9]([C:10]([O:12][CH3:13])=[O:11])=[C:8]([O:16][CH3:17])[CH:7]=1)[NH:27][C:28]([O:30][C:31]([CH3:34])([CH3:33])[CH3:32])=[O:29]. The catalyst class is: 2. (3) Reactant: [C:1]1([NH:7][NH2:8])[CH:6]=[CH:5][CH:4]=[CH:3][CH:2]=1.[C:9](OCC)(=[O:14])[CH2:10][C:11]([CH3:13])=O. Product: [CH3:13][C:11]1[NH:8][N:7]([C:1]2[CH:6]=[CH:5][CH:4]=[CH:3][CH:2]=2)[C:9](=[O:14])[CH:10]=1. The catalyst class is: 11.